The task is: Regression. Given two drug SMILES strings and cell line genomic features, predict the synergy score measuring deviation from expected non-interaction effect.. This data is from Merck oncology drug combination screen with 23,052 pairs across 39 cell lines. (1) Drug 1: C#Cc1cccc(Nc2ncnc3cc(OCCOC)c(OCCOC)cc23)c1. Drug 2: COC1=C2CC(C)CC(OC)C(O)C(C)C=C(C)C(OC(N)=O)C(OC)C=CC=C(C)C(=O)NC(=CC1=O)C2=O. Cell line: MDAMB436. Synergy scores: synergy=16.8. (2) Drug 1: C#Cc1cccc(Nc2ncnc3cc(OCCOC)c(OCCOC)cc23)c1. Drug 2: NC1CCCCC1N.O=C(O)C(=O)O.[Pt+2]. Cell line: RKO. Synergy scores: synergy=-6.03. (3) Drug 1: O=S1(=O)NC2(CN1CC(F)(F)F)C1CCC2Cc2cc(C=CCN3CCC(C(F)(F)F)CC3)ccc2C1. Drug 2: CN(Cc1cnc2nc(N)nc(N)c2n1)c1ccc(C(=O)NC(CCC(=O)O)C(=O)O)cc1. Cell line: COLO320DM. Synergy scores: synergy=2.79. (4) Drug 1: CN1C(=O)C=CC2(C)C3CCC4(C)C(NC(=O)OCC(F)(F)F)CCC4C3CCC12. Drug 2: CC(C)CC(NC(=O)C(Cc1ccccc1)NC(=O)c1cnccn1)B(O)O. Cell line: OVCAR3. Synergy scores: synergy=-16.0.